Dataset: Reaction yield outcomes from USPTO patents with 853,638 reactions. Task: Predict the reaction yield, written as a fraction of the theoretical maximum amount of product (1.0 means a 100% yield; for example, 0.34 means a 34% yield). The reactants are [CH3:1][O:2][CH2:3][CH2:4][O:5][CH2:6][C:7]([C:10]1[CH:15]=[CH:14][C:13]([NH2:16])=[CH:12][CH:11]=1)([CH3:9])[CH3:8].[N+:17]([O-])([O-:19])=[O:18].[K+]. The catalyst is OS(O)(=O)=O. The product is [CH3:1][O:2][CH2:3][CH2:4][O:5][CH2:6][C:7]([C:10]1[CH:15]=[CH:14][C:13]([NH2:16])=[CH:12][C:11]=1[N+:17]([O-:19])=[O:18])([CH3:9])[CH3:8]. The yield is 0.710.